Dataset: NCI-60 drug combinations with 297,098 pairs across 59 cell lines. Task: Regression. Given two drug SMILES strings and cell line genomic features, predict the synergy score measuring deviation from expected non-interaction effect. (1) Drug 1: CN(CC1=CN=C2C(=N1)C(=NC(=N2)N)N)C3=CC=C(C=C3)C(=O)NC(CCC(=O)O)C(=O)O. Drug 2: CC12CCC3C(C1CCC2OP(=O)(O)O)CCC4=C3C=CC(=C4)OC(=O)N(CCCl)CCCl.[Na+]. Cell line: T-47D. Synergy scores: CSS=4.99, Synergy_ZIP=-0.695, Synergy_Bliss=0.158, Synergy_Loewe=-2.63, Synergy_HSA=-2.34. (2) Drug 1: CC1=C(C(CCC1)(C)C)C=CC(=CC=CC(=CC(=O)O)C)C. Drug 2: CCC(=C(C1=CC=CC=C1)C2=CC=C(C=C2)OCCN(C)C)C3=CC=CC=C3.C(C(=O)O)C(CC(=O)O)(C(=O)O)O. Cell line: 786-0. Synergy scores: CSS=-2.89, Synergy_ZIP=0.441, Synergy_Bliss=1.83, Synergy_Loewe=-3.03, Synergy_HSA=-2.29. (3) Drug 1: CCC1=CC2CC(C3=C(CN(C2)C1)C4=CC=CC=C4N3)(C5=C(C=C6C(=C5)C78CCN9C7C(C=CC9)(C(C(C8N6C)(C(=O)OC)O)OC(=O)C)CC)OC)C(=O)OC.C(C(C(=O)O)O)(C(=O)O)O. Drug 2: C1=NC2=C(N=C(N=C2N1C3C(C(C(O3)CO)O)O)F)N. Cell line: T-47D. Synergy scores: CSS=35.3, Synergy_ZIP=-5.64, Synergy_Bliss=0.298, Synergy_Loewe=-10.0, Synergy_HSA=0.167.